Predict the reaction yield, written as a fraction of the theoretical maximum amount of product (1.0 means a 100% yield; for example, 0.34 means a 34% yield). From a dataset of Reaction yield outcomes from USPTO patents with 853,638 reactions. The reactants are [F:1][C@:2]1([CH3:18])[C@H:6]([OH:7])[C@@H:5]([CH2:8]I)[O:4][C@H:3]1[N:10]1[CH:15]=[CH:14][C:13](=[O:16])[NH:12][C:11]1=[O:17].C[O-].[Na+]. The catalyst is CO. The product is [F:1][C@:2]1([CH3:18])[C@H:6]([OH:7])[C:5](=[CH2:8])[O:4][C@H:3]1[N:10]1[CH:15]=[CH:14][C:13](=[O:16])[NH:12][C:11]1=[O:17]. The yield is 0.590.